From a dataset of Full USPTO retrosynthesis dataset with 1.9M reactions from patents (1976-2016). Predict the reactants needed to synthesize the given product. (1) Given the product [NH2:36][C:33]1([C:31]([N:18]2[CH2:17][CH:16]([C:13]3[CH:14]=[CH:15][C:10]([CH2:8][CH3:9])=[CH:11][CH:12]=3)[CH2:21][CH:20]([C:22]([NH:23][C:24]3[CH:29]=[CH:28][CH:27]=[CH:26][CH:25]=3)=[O:30])[CH2:19]2)=[O:32])[CH2:34][CH2:35]1, predict the reactants needed to synthesize it. The reactants are: FC(F)(F)C(O)=O.[CH2:8]([C:10]1[CH:15]=[CH:14][C:13]([CH:16]2[CH2:21][CH:20]([C:22](=[O:30])[NH:23][C:24]3[CH:29]=[CH:28][CH:27]=[CH:26][CH:25]=3)[CH2:19][N:18]([C:31]([C:33]3([NH:36]C(=O)OC(C)(C)C)[CH2:35][CH2:34]3)=[O:32])[CH2:17]2)=[CH:12][CH:11]=1)[CH3:9]. (2) Given the product [Br:1][C:2]1[N:3]=[C:4]2[CH:9]=[C:10]([C:11]3[C:19]4[C:14](=[CH:15][CH:16]=[C:17]([O:20][CH3:21])[CH:18]=4)[N:13]([CH3:22])[CH:12]=3)[NH:8][C:5]2=[N:6][CH:7]=1, predict the reactants needed to synthesize it. The reactants are: [Br:1][C:2]1[N:3]=[C:4]([C:9]#[C:10][C:11]2[C:19]3[C:14](=[CH:15][CH:16]=[C:17]([O:20][CH3:21])[CH:18]=3)[N:13]([CH3:22])[CH:12]=2)[C:5]([NH2:8])=[N:6][CH:7]=1.[H-].[Na+]. (3) Given the product [OH:14][CH2:13][CH:12]([N:6]1[CH2:5][C:4]2[C:8](=[CH:9][CH:10]=[C:2]([B:19]3[O:20][C:21]([CH3:23])([CH3:22])[C:17]([CH3:33])([CH3:16])[O:18]3)[CH:3]=2)[C:7]1=[O:11])[CH3:15], predict the reactants needed to synthesize it. The reactants are: Br[C:2]1[CH:3]=[C:4]2[C:8](=[CH:9][CH:10]=1)[C:7](=[O:11])[N:6]([CH:12]([CH3:15])[CH2:13][OH:14])[CH2:5]2.[CH3:16][C:17]1([CH3:33])[C:21]([CH3:23])([CH3:22])[O:20][B:19]([B:19]2[O:20][C:21]([CH3:23])([CH3:22])[C:17]([CH3:33])([CH3:16])[O:18]2)[O:18]1. (4) The reactants are: [CH:1]1([NH:4][C:5]([C:7]2[CH:8]=[C:9]([C:14]3[CH:19]=[CH:18][C:17]([C:20](=O)[C:21]4[CH:26]=[CH:25][CH:24]=[CH:23][CH:22]=4)=[C:16]([NH2:28])[CH:15]=3)[C:10]([CH3:13])=[CH:11][CH:12]=2)=[O:6])[CH2:3][CH2:2]1.[NH2:29][C:30](N)=[O:31]. Given the product [CH:1]1([NH:4][C:5](=[O:6])[C:7]2[CH:12]=[CH:11][C:10]([CH3:13])=[C:9]([C:14]3[CH:15]=[C:16]4[C:17]([C:20]([C:21]5[CH:26]=[CH:25][CH:24]=[CH:23][CH:22]=5)=[N:29][C:30](=[O:31])[NH:28]4)=[CH:18][CH:19]=3)[CH:8]=2)[CH2:3][CH2:2]1, predict the reactants needed to synthesize it. (5) Given the product [Cl:1][C:2]1[CH:7]=[CH:6][C:5]([O:8][C:14]2[CH:21]=[CH:20][C:19]([CH:22]=[O:23])=[CH:18][C:15]=2[C:16]#[N:17])=[CH:4][C:3]=1[C:9]([F:10])([F:11])[F:12], predict the reactants needed to synthesize it. The reactants are: [Cl:1][C:2]1[CH:7]=[CH:6][C:5]([OH:8])=[CH:4][C:3]=1[C:9]([F:12])([F:11])[F:10].F[C:14]1[CH:21]=[CH:20][C:19]([CH:22]=[O:23])=[CH:18][C:15]=1[C:16]#[N:17].C([O-])([O-])=O.[K+].[K+].